From a dataset of Full USPTO retrosynthesis dataset with 1.9M reactions from patents (1976-2016). Predict the reactants needed to synthesize the given product. (1) Given the product [NH2:19][C:15]1[CH:14]=[C:13]([C:9]2[N:8]=[C:7]([NH:22][C:23]3[CH:24]=[C:25]4[C:29](=[CH:30][CH:31]=3)[N:28]([C:32]([O:34][C:6]([CH3:11])([CH3:7])[CH3:5])=[O:33])[N:27]=[CH:26]4)[C:6]3[C:11](=[CH:12][C:3]([O:2][CH3:1])=[C:4]([O:35][CH2:36][CH2:37][CH2:38][N:39]4[CH2:44][CH2:43][O:42][CH2:41][CH2:40]4)[CH:5]=3)[N:10]=2)[CH:18]=[CH:17][CH:16]=1.[N:28]1([C:32]([O-:34])=[O:33])[C:29]2[C:25](=[CH:24][CH:23]=[CH:31][CH:30]=2)[CH:26]=[N:27]1, predict the reactants needed to synthesize it. The reactants are: [CH3:1][O:2][C:3]1[CH:12]=[C:11]2[C:6]([C:7]([NH:22][C:23]3[CH:24]=[C:25]4[C:29](=[CH:30][CH:31]=3)[N:28]([C:32]([O-:34])=[O:33])[N:27]=[CH:26]4)=[N:8][C:9]([C:13]3[CH:18]=[CH:17][CH:16]=[C:15]([N+:19]([O-])=O)[CH:14]=3)=[N:10]2)=[CH:5][C:4]=1[O:35][CH2:36][CH2:37][CH2:38][N:39]1[CH2:44][CH2:43][O:42][CH2:41][CH2:40]1. (2) Given the product [Br:1][C:2]1[C:3]([CH3:12])=[C:4]([NH2:9])[C:5]([NH2:8])=[N:6][CH:7]=1, predict the reactants needed to synthesize it. The reactants are: [Br:1][C:2]1[C:3]([CH3:12])=[C:4]([N+:9]([O-])=O)[C:5]([NH2:8])=[N:6][CH:7]=1.Cl.CCO.